Dataset: Forward reaction prediction with 1.9M reactions from USPTO patents (1976-2016). Task: Predict the product of the given reaction. The product is: [Cl:14][C:12]1[C:11]([C:15]([F:18])([F:17])[F:16])=[CH:10][C:9]2[NH:19][C:20](=[O:44])[CH2:21][C:22]([C:23]3[CH:28]=[CH:27][CH:26]=[C:25]([C:29]4[CH:34]=[CH:33][N:32]=[C:31]([CH2:35][OH:36])[CH:30]=4)[CH:24]=3)=[N:7][C:8]=2[CH:13]=1. Given the reactants C(OC(=O)[NH:7][C:8]1[CH:13]=[C:12]([Cl:14])[C:11]([C:15]([F:18])([F:17])[F:16])=[CH:10][C:9]=1[NH:19][C:20](=[O:44])[CH2:21][C:22](=O)[C:23]1[CH:28]=[CH:27][CH:26]=[C:25]([C:29]2[CH:34]=[CH:33][N:32]=[C:31]([CH2:35][O:36]C3CCCCO3)[CH:30]=2)[CH:24]=1)(C)(C)C.C(O)(C(F)(F)F)=O, predict the reaction product.